Task: Predict the reaction yield, written as a fraction of the theoretical maximum amount of product (1.0 means a 100% yield; for example, 0.34 means a 34% yield).. Dataset: Reaction yield outcomes from USPTO patents with 853,638 reactions (1) The reactants are [Cl:1][C:2]1[N:7]=[C:6]([C:8]2[N:9]([C:17]([O:19][C:20]([CH3:23])([CH3:22])[CH3:21])=[O:18])[C:10]3[C:15]([CH:16]=2)=[CH:14][CH:13]=[CH:12][CH:11]=3)[CH:5]=[C:4](Cl)[N:3]=1.[F:25][C:26]1[CH:31]=[CH:30][C:29]([C:32]2[O:33][C:34]3[CH:44]=[C:43]([N:45]([CH3:50])[S:46]([CH3:49])(=[O:48])=[O:47])[C:42](B4OC(C)(C)C(C)(C)O4)=[CH:41][C:35]=3[C:36]=2[C:37]([NH:39][CH3:40])=[O:38])=[CH:28][CH:27]=1.O. The catalyst is CN(C=O)C.C1C=CC(P(C2C=CC=CC=2)[C-]2C=CC=C2)=CC=1.C1C=CC(P(C2C=CC=CC=2)[C-]2C=CC=C2)=CC=1.Cl[Pd]Cl.[Fe+2]. The product is [Cl:1][C:2]1[N:7]=[C:6]([C:8]2[N:9]([C:17]([O:19][C:20]([CH3:23])([CH3:21])[CH3:22])=[O:18])[C:10]3[C:15]([CH:16]=2)=[CH:14][CH:13]=[CH:12][CH:11]=3)[CH:5]=[C:4]([C:42]2[C:43]([N:45]([CH3:50])[S:46]([CH3:49])(=[O:48])=[O:47])=[CH:44][C:34]3[O:33][C:32]([C:29]4[CH:30]=[CH:31][C:26]([F:25])=[CH:27][CH:28]=4)=[C:36]([C:37](=[O:38])[NH:39][CH3:40])[C:35]=3[CH:41]=2)[N:3]=1. The yield is 0.550. (2) The reactants are [C:1]([N:4]1[CH2:9][CH2:8][N:7]([C:10](=[O:31])[C:11]2[CH:16]=[CH:15][CH:14]=[C:13]([S:17][C:18]3[S:22][C:21]([NH:23][C:24]4[CH:29]=[CH:28][CH:27]=[C:26](Br)[N:25]=4)=[N:20][CH:19]=3)[CH:12]=2)[CH2:6][CH2:5]1)(=[O:3])[CH3:2].[NH:32]1[CH2:37][CH2:36][CH2:35][CH2:34][CH2:33]1. The catalyst is CN(C)C1C=CN=CC=1.N1C=CC=CC=1. The product is [C:1]([N:4]1[CH2:9][CH2:8][N:7]([C:10](=[O:31])[C:11]2[CH:16]=[CH:15][CH:14]=[C:13]([S:17][C:18]3[S:22][C:21]([NH:23][C:24]4[CH:29]=[CH:28][CH:27]=[C:26]([N:32]5[CH2:37][CH2:36][CH2:35][CH2:34][CH2:33]5)[N:25]=4)=[N:20][CH:19]=3)[CH:12]=2)[CH2:6][CH2:5]1)(=[O:3])[CH3:2]. The yield is 0.680. (3) The catalyst is O. The reactants are [Br:1]Br.[Br:3][C:4]1([Br:14])[C:12]2[C:7](=[N:8][CH:9]=[CH:10][CH:11]=2)[NH:6][C:5]1=[O:13].CC(O)(C)C. The product is [Br:14][C:4]1([Br:3])[C:12]2[C:7](=[N:8][CH:9]=[C:10]([Br:1])[CH:11]=2)[NH:6][C:5]1=[O:13]. The yield is 0.850.